Dataset: Full USPTO retrosynthesis dataset with 1.9M reactions from patents (1976-2016). Task: Predict the reactants needed to synthesize the given product. Given the product [Cl:9][C:6]1[N:5]=[C:4]([C:10]2[CH:15]=[CH:14][CH:13]=[C:12]([O:16][CH2:17][O:18][CH3:19])[CH:11]=2)[N:3]=[C:2]([C:25]2[C:21]([CH3:20])=[N:22][O:23][C:24]=2[CH3:29])[C:7]=1[CH3:8], predict the reactants needed to synthesize it. The reactants are: Cl[C:2]1[C:7]([CH3:8])=[C:6]([Cl:9])[N:5]=[C:4]([C:10]2[CH:15]=[CH:14][CH:13]=[C:12]([O:16][CH2:17][O:18][CH3:19])[CH:11]=2)[N:3]=1.[CH3:20][C:21]1[C:25](B(O)O)=[C:24]([CH3:29])[O:23][N:22]=1.C([O-])([O-])=O.[Na+].[Na+].